Predict the reactants needed to synthesize the given product. From a dataset of Full USPTO retrosynthesis dataset with 1.9M reactions from patents (1976-2016). (1) Given the product [CH3:14][Si:7]1([CH3:15])[C:8]2[CH:13]=[CH:12][CH:11]=[CH:10][C:9]=2[C:5]2[CH:4]=[CH:3][C:2]([NH2:17])=[CH:16][C:6]1=2, predict the reactants needed to synthesize it. The reactants are: Br[C:2]1[CH:3]=[CH:4][C:5]2[C:9]3[CH:10]=[CH:11][CH:12]=[CH:13][C:8]=3[Si:7]([CH3:15])([CH3:14])[C:6]=2[CH:16]=1.[NH3:17]. (2) The reactants are: [Br:1][C:2]1[CH:3]=[C:4]([C:13]2[N:17]([C:18]3[CH:19]=[N:20][C:21]([CH3:24])=[CH:22][CH:23]=3)[N:16]=[C:15]([C:25]([OH:27])=O)[CH:14]=2)[CH:5]=[C:6]([O:8][C:9]([F:12])([F:11])[F:10])[CH:7]=1.ClC1C=C(C2N(C3C=CC=CN=3)N=C(C([N:49]3[CH2:53][C:52](=[O:54])[NH:51][CH2:50]3)=O)C=2)C=C(F)C=1.Cl.N1C=CNC1=O. Given the product [Br:1][C:2]1[CH:3]=[C:4]([C:13]2[N:17]([C:18]3[CH:19]=[N:20][C:21]([CH3:24])=[CH:22][CH:23]=3)[N:16]=[C:15]([C:25]([N:49]3[CH2:53][C:52](=[O:54])[NH:51][CH2:50]3)=[O:27])[CH:14]=2)[CH:5]=[C:6]([O:8][C:9]([F:10])([F:11])[F:12])[CH:7]=1, predict the reactants needed to synthesize it. (3) Given the product [CH2:1]([C:3]1[CH:8]=[CH:7][C:6]([NH:9][C:10]2[C:18]([F:19])=[C:17]([F:20])[CH:16]=[CH:15][C:11]=2[C:12]([NH:39][O:40][CH2:41][CH2:42][OH:43])=[O:14])=[C:5]([F:21])[CH:4]=1)[CH3:2], predict the reactants needed to synthesize it. The reactants are: [CH2:1]([C:3]1[CH:8]=[CH:7][C:6]([NH:9][C:10]2[C:18]([F:19])=[C:17]([F:20])[CH:16]=[CH:15][C:11]=2[C:12]([OH:14])=O)=[C:5]([F:21])[CH:4]=1)[CH3:2].C(N1C=CN=C1)(N1C=CN=C1)=O.[N-]1C=CN=C1.[NH2:39][O:40][CH2:41][CH2:42][OH:43]. (4) Given the product [C:25]([SiH2:24][O:23][C:22]([CH3:30])([CH3:29])[C:3]1[C:2]([B:36]2[O:40][C:39]([CH3:42])([CH3:41])[C:38]([CH3:44])([CH3:43])[O:37]2)=[CH:7][CH:6]=[CH:5][C:4]=1[N:8]1[CH:17]=[CH:16][C:15]2[C:10](=[CH:11][CH:12]=[C:13]([CH:18]3[CH2:20][CH2:19]3)[CH:14]=2)[C:9]1=[O:21])([CH3:28])([CH3:27])[CH3:26], predict the reactants needed to synthesize it. The reactants are: Br[C:2]1[C:3]([C:22]([CH3:30])([CH3:29])[O:23][SiH2:24][C:25]([CH3:28])([CH3:27])[CH3:26])=[C:4]([N:8]2[CH:17]=[CH:16][C:15]3[C:10](=[CH:11][CH:12]=[C:13]([CH:18]4[CH2:20][CH2:19]4)[CH:14]=3)[C:9]2=[O:21])[CH:5]=[CH:6][CH:7]=1.C([O-])(=O)C.[K+].[B:36]1([B:36]2[O:40][C:39]([CH3:42])([CH3:41])[C:38]([CH3:44])([CH3:43])[O:37]2)[O:40][C:39]([CH3:42])([CH3:41])[C:38]([CH3:44])([CH3:43])[O:37]1. (5) Given the product [O:2]=[C:3]1[C:8]([CH2:9][N:10]2[C:11](=[O:20])[C:12]3[C:17](=[CH:16][CH:15]=[CH:14][CH:13]=3)[C:18]2=[O:19])=[CH:7][CH:6]=[N:5][NH:4]1, predict the reactants needed to synthesize it. The reactants are: C[O:2][C:3]1[N:4]=[N:5][CH:6]=[CH:7][C:8]=1[CH2:9][N:10]1[C:18](=[O:19])[C:17]2[C:12](=[CH:13][CH:14]=[CH:15][CH:16]=2)[C:11]1=[O:20].Cl. (6) Given the product [ClH:40].[NH2:30][CH2:29][C:28]([N:23]1[CH2:22][CH2:21][C:20]2[C:25](=[CH:26][CH:27]=[C:18]([C:15]3[N:14]=[C:13]([C:5]4[CH:6]=[CH:7][C:8]([O:9][CH:10]([CH3:12])[CH3:11])=[C:3]([CH:4]=4)[C:1]#[N:2])[O:17][N:16]=3)[C:19]=2[CH3:39])[CH2:24]1)=[O:38], predict the reactants needed to synthesize it. The reactants are: [C:1]([C:3]1[CH:4]=[C:5]([C:13]2[O:17][N:16]=[C:15]([C:18]3[C:19]([CH3:39])=[C:20]4[C:25](=[CH:26][CH:27]=3)[CH2:24][N:23]([C:28](=[O:38])[CH2:29][NH:30]C(=O)OC(C)(C)C)[CH2:22][CH2:21]4)[N:14]=2)[CH:6]=[CH:7][C:8]=1[O:9][CH:10]([CH3:12])[CH3:11])#[N:2].[ClH:40]. (7) The reactants are: [Cl:1][C:2]1[CH:3]=[C:4]2[C:9](=[CH:10][CH:11]=1)[N:8]=[C:7](OS(C(F)(F)F)(=O)=O)[C:6]([C:20]([O:22][C:23]([CH3:26])([CH3:25])[CH3:24])=[O:21])=[C:5]2[C:27]1[CH:32]=[CH:31][CH:30]=[CH:29][CH:28]=1.[CH3:33][NH:34][CH2:35][CH2:36][OH:37]. Given the product [C:23]([O:22][C:20]([C:6]1[C:7]([N:34]([CH2:35][CH2:36][OH:37])[CH3:33])=[N:8][C:9]2[C:4]([C:5]=1[C:27]1[CH:28]=[CH:29][CH:30]=[CH:31][CH:32]=1)=[CH:3][C:2]([Cl:1])=[CH:11][CH:10]=2)=[O:21])([CH3:26])([CH3:25])[CH3:24], predict the reactants needed to synthesize it. (8) Given the product [CH3:22][O:21][C:19](=[O:20])[CH2:18][CH2:17][NH:16][C:14](=[O:15])[C:10]1[CH:9]=[C:8]([C:6]2[CH:7]=[C:2]([Cl:1])[CH:3]=[CH:4][C:5]=2[O:23][C:32]2[CH:33]=[C:34]([F:57])[C:35]([S:37](=[O:38])(=[O:39])[N:40]([CH2:46][C:47]3[CH:52]=[CH:51][C:50]([O:53][CH3:54])=[CH:49][C:48]=3[O:55][CH3:56])[C:41]3[S:45][N:44]=[CH:43][N:42]=3)=[CH:36][C:31]=2[Cl:30])[CH:13]=[CH:12][N:11]=1, predict the reactants needed to synthesize it. The reactants are: [Cl:1][C:2]1[CH:3]=[CH:4][C:5]([OH:23])=[C:6]([C:8]2[CH:13]=[CH:12][N:11]=[C:10]([C:14]([NH:16][CH2:17][CH2:18][C:19]([O:21][CH3:22])=[O:20])=[O:15])[CH:9]=2)[CH:7]=1.C([O-])([O-])=O.[K+].[K+].[Cl:30][C:31]1[C:32](F)=[CH:33][C:34]([F:57])=[C:35]([S:37]([N:40]([CH2:46][C:47]2[CH:52]=[CH:51][C:50]([O:53][CH3:54])=[CH:49][C:48]=2[O:55][CH3:56])[C:41]2[S:45][N:44]=[CH:43][N:42]=2)(=[O:39])=[O:38])[CH:36]=1.O.